From a dataset of CYP2C9 inhibition data for predicting drug metabolism from PubChem BioAssay. Regression/Classification. Given a drug SMILES string, predict its absorption, distribution, metabolism, or excretion properties. Task type varies by dataset: regression for continuous measurements (e.g., permeability, clearance, half-life) or binary classification for categorical outcomes (e.g., BBB penetration, CYP inhibition). Dataset: cyp2c9_veith. (1) The drug is CCN1C(=O)[C@H]2CC[C@@H]3/C(=N\OC[C@@H](O)COCc4ccco4)C[C@@H](O)[C@@H](O)[C@@H]3[C@@H]2C1=O. The result is 0 (non-inhibitor). (2) The drug is COc1ccc2cc(CCNC(=O)C3CC3)c(=O)[nH]c2c1. The result is 0 (non-inhibitor). (3) The compound is COc1ccccc1-c1nccc(NCc2cccc(C)c2)n1. The result is 0 (non-inhibitor). (4) The drug is O=C1CCC[C@@H](C2=CCCCC2=O)C1. The result is 0 (non-inhibitor). (5) The drug is CC(=O)NC1=C(OS(=O)(=O)c2ccc(C)cc2)CN(C)C1=O. The result is 0 (non-inhibitor).